From a dataset of Catalyst prediction with 721,799 reactions and 888 catalyst types from USPTO. Predict which catalyst facilitates the given reaction. (1) Reactant: [F:1][C:2]1[CH:3]=[CH:4][C:5]([CH3:11])=[C:6]2[C:10]=1[NH:9][CH:8]=[CH:7]2.[OH-].[K+].[CH3:14][O:15][CH2:16][CH2:17]Br. Product: [F:1][C:2]1[CH:3]=[CH:4][C:5]([CH3:11])=[C:6]2[C:10]=1[N:9]([CH2:17][CH2:16][O:15][CH3:14])[CH:8]=[CH:7]2. The catalyst class is: 16. (2) Reactant: [BH4-].[Na+].[Cl:3][C:4]1[C:12]2[N:11]=[C:10]3[N:13]([C:17]4[CH:22]=[CH:21][C:20]([Cl:23])=[CH:19][C:18]=4[Cl:24])[CH2:14][CH2:15][CH2:16][N:9]3[C:8]=2[C:7]([CH:25]([CH2:28][CH3:29])[CH:26]=[O:27])=[CH:6][CH:5]=1. Product: [Cl:3][C:4]1[C:12]2[N:11]=[C:10]3[N:13]([C:17]4[CH:22]=[CH:21][C:20]([Cl:23])=[CH:19][C:18]=4[Cl:24])[CH2:14][CH2:15][CH2:16][N:9]3[C:8]=2[C:7]([CH:25]([CH2:28][CH3:29])[CH2:26][OH:27])=[CH:6][CH:5]=1. The catalyst class is: 7. (3) Reactant: [CH:1]1([O:32][P:33]([OH:36])([OH:35])=[O:34])[CH:6]([O:7][P:8]([OH:11])([OH:10])=[O:9])[CH:5]([O:12][P:13]([OH:16])([OH:15])=[O:14])[CH:4]([O:17][P:18]([OH:21])([OH:20])=[O:19])[CH:3]([O:22][P:23]([OH:26])([OH:25])=[O:24])[CH:2]1[O:27][P:28]([OH:31])([OH:30])=[O:29].Cl. Product: [C@@H:3]1([O:22][P:23]([OH:26])([OH:25])=[O:24])[C@@H:4]([O:17][P:18]([OH:20])([OH:21])=[O:19])[C@H:5]([O:12][P:13]([OH:15])([OH:16])=[O:14])[C@@H:6]([O:7][P:8]([OH:11])([OH:10])=[O:9])[C@@H:1]([O:32][P:33]([OH:36])([OH:35])=[O:34])[C@H:2]1[O:27][P:28]([OH:30])([OH:31])=[O:29]. The catalyst class is: 8. (4) Reactant: Cl.[Cl:2][C:3]1[CH:25]=[C:24]([F:26])[CH:23]=[CH:22][C:4]=1[C:5]([NH:7][C:8]1[CH:13]=[CH:12][CH:11]=[C:10]([NH:14][C@H:15]2[CH2:20][CH2:19][NH:18][C@@H:17]([CH3:21])[CH2:16]2)[CH:9]=1)=[O:6].[C:27](O)(=O)C.C([BH3-])#N.[Na+].C=O.C(=O)(O)[O-].[Na+].[Cl-].[NH4+]. Product: [ClH:2].[Cl:2][C:3]1[CH:25]=[C:24]([F:26])[CH:23]=[CH:22][C:4]=1[C:5]([NH:7][C:8]1[CH:13]=[CH:12][CH:11]=[C:10]([NH:14][C@H:15]2[CH2:20][CH2:19][N:18]([CH3:27])[C@@H:17]([CH3:21])[CH2:16]2)[CH:9]=1)=[O:6]. The catalyst class is: 138.